From a dataset of Peptide-MHC class II binding affinity with 134,281 pairs from IEDB. Regression. Given a peptide amino acid sequence and an MHC pseudo amino acid sequence, predict their binding affinity value. This is MHC class II binding data. (1) The peptide sequence is RQELYLMGSLVHSMLV. The MHC is DRB1_0101 with pseudo-sequence DRB1_0101. The binding affinity (normalized) is 0.727. (2) The peptide sequence is ELAAVSVDCSEYPKP. The MHC is DRB1_0101 with pseudo-sequence DRB1_0101. The binding affinity (normalized) is 0.197. (3) The peptide sequence is PSVIPAARLFKAFIL. The MHC is HLA-DQA10501-DQB10201 with pseudo-sequence HLA-DQA10501-DQB10201. The binding affinity (normalized) is 0.274. (4) The peptide sequence is AAGDFWGGAGSAACQ. The MHC is DRB1_0701 with pseudo-sequence DRB1_0701. The binding affinity (normalized) is 0. (5) The peptide sequence is GHAYLLLPNTESARK. The MHC is HLA-DPA10301-DPB10402 with pseudo-sequence HLA-DPA10301-DPB10402. The binding affinity (normalized) is 0.190. (6) The MHC is DRB1_0701 with pseudo-sequence DRB1_0701. The binding affinity (normalized) is 0. The peptide sequence is ASRENSGGGVEGIGL. (7) The peptide sequence is ENVLISPVSILSTLS. The MHC is DRB1_0301 with pseudo-sequence DRB1_0301. The binding affinity (normalized) is 0.301.